From a dataset of Full USPTO retrosynthesis dataset with 1.9M reactions from patents (1976-2016). Predict the reactants needed to synthesize the given product. (1) Given the product [Cl:35][C:36]1[C:41]([Cl:42])=[CH:40][CH:39]=[CH:38][C:37]=1[O:43][C:2]1[N:12]=[C:11]([NH:13][C:14]2[CH:19]=[CH:18][C:17]([N:20]3[CH2:21][CH2:22][N:23]([C:26]([O:28][C:29]([CH3:30])([CH3:32])[CH3:31])=[O:27])[CH2:24][CH2:25]3)=[CH:16][C:15]=2[O:33][CH3:34])[C:5]2[C:6](=[O:10])[NH:7][N:8]=[CH:9][C:4]=2[CH:3]=1, predict the reactants needed to synthesize it. The reactants are: Cl[C:2]1[N:12]=[C:11]([NH:13][C:14]2[CH:19]=[CH:18][C:17]([N:20]3[CH2:25][CH2:24][N:23]([C:26]([O:28][C:29]([CH3:32])([CH3:31])[CH3:30])=[O:27])[CH2:22][CH2:21]3)=[CH:16][C:15]=2[O:33][CH3:34])[C:5]2[C:6](=[O:10])[NH:7][N:8]=[CH:9][C:4]=2[CH:3]=1.[Cl:35][C:36]1[C:41]([Cl:42])=[CH:40][CH:39]=[CH:38][C:37]=1[OH:43].CN(C)CC(O)=O.C(=O)([O-])[O-].[Cs+].[Cs+]. (2) Given the product [N:22]1([CH2:21][C:7]2[N:8]=[C:9]([C:11]3[CH:12]=[CH:13][C:14]([C:17]([F:19])([F:18])[F:20])=[CH:15][CH:16]=3)[S:10][C:6]=2[CH2:4][OH:3])[CH2:27][CH2:26][O:25][CH2:24][CH2:23]1, predict the reactants needed to synthesize it. The reactants are: C([O:3][C:4]([C:6]1[S:10][C:9]([C:11]2[CH:16]=[CH:15][C:14]([C:17]([F:20])([F:19])[F:18])=[CH:13][CH:12]=2)=[N:8][C:7]=1[CH2:21][N:22]1[CH2:27][CH2:26][O:25][CH2:24][CH2:23]1)=O)C.[H-].[Al+3].[Li+].[H-].[H-].[H-].O. (3) Given the product [C:21]([NH:20][C:17]1[CH:18]=[CH:19][C:14](/[CH:12]=[CH:13]/[C:2]2[CH:7]=[CH:6][C:5]([CH2:8][C:9]([OH:11])=[O:10])=[CH:4][CH:3]=2)=[CH:15][CH:16]=1)(=[O:23])[CH3:22], predict the reactants needed to synthesize it. The reactants are: Br[C:2]1[CH:7]=[CH:6][C:5]([CH2:8][C:9]([OH:11])=[O:10])=[CH:4][CH:3]=1.[CH:12]([C:14]1[CH:19]=[CH:18][C:17]([NH:20][C:21](=[O:23])[CH3:22])=[CH:16][CH:15]=1)=[CH2:13].C(#N)C.C1(C)C=CC=CC=1P(C1C=CC=CC=1C)C1C=CC=CC=1C. (4) Given the product [C:37]([O:62][C:63]([C:66]([C:69]([C:72]([CH:75]([F:76])[F:77])([F:73])[F:74])([F:70])[F:71])([F:67])[F:68])([F:65])[F:64])([C:40]([C:43]([C:46]([C:49]([C:52]([C:55]([C:58]([F:61])([F:60])[F:59])([F:57])[F:56])([F:54])[F:53])([F:51])[F:50])([F:48])[F:47])([F:45])[F:44])([F:42])[F:41])([F:39])[F:38], predict the reactants needed to synthesize it. The reactants are: C(O)(O)CCCCC.C(Br)CCCCCCC.C(OCCCCCCOC(C)=O)CCCCCCC.[C:37]([O:62][C:63]([C:66]([C:69]([C:72]([C:75](C(O)=O)([F:77])[F:76])([F:74])[F:73])([F:71])[F:70])([F:68])[F:67])([F:65])[F:64])([C:40]([C:43]([C:46]([C:49]([C:52]([C:55]([C:58]([F:61])([F:60])[F:59])([F:57])[F:56])([F:54])[F:53])([F:51])[F:50])([F:48])[F:47])([F:45])[F:44])([F:42])[F:41])([F:39])[F:38]. (5) Given the product [NH2:15][C:8](=[NH:7])[NH:9][CH2:10][CH2:11][CH2:12][CH2:13][NH2:14], predict the reactants needed to synthesize it. The reactants are: [Na].S(O)(O)(=O)=O.[NH2:7][C:8](=[NH:15])[NH:9][CH2:10][CH2:11][CH2:12][CH2:13][NH2:14]. (6) Given the product [C:38]1([C:37](=[N:50][C:2]2[N:7]=[C:6]([CH2:8][N:9]3[C:17]4[C:12](=[CH:13][CH:14]=[CH:15][CH:16]=4)[C:11]4([C:29]5[C:20](=[CH:21][C:22]6[O:27][CH2:26][CH2:25][O:24][C:23]=6[CH:28]=5)[O:19][CH2:18]4)[C:10]3=[O:30])[CH:5]=[CH:4][CH:3]=2)[C:44]2[CH:45]=[CH:46][CH:47]=[CH:48][CH:49]=2)[CH:43]=[CH:42][CH:41]=[CH:40][CH:39]=1, predict the reactants needed to synthesize it. The reactants are: Cl[C:2]1[N:7]=[C:6]([CH2:8][N:9]2[C:17]3[C:12](=[CH:13][CH:14]=[CH:15][CH:16]=3)[C:11]3([C:29]4[C:20](=[CH:21][C:22]5[O:27][CH2:26][CH2:25][O:24][C:23]=5[CH:28]=4)[O:19][CH2:18]3)[C:10]2=[O:30])[CH:5]=[CH:4][CH:3]=1.CC(C)([O-])C.[Na+].[C:37](=[NH:50])([C:44]1[CH:49]=[CH:48][CH:47]=[CH:46][CH:45]=1)[C:38]1[CH:43]=[CH:42][CH:41]=[CH:40][CH:39]=1.